This data is from Forward reaction prediction with 1.9M reactions from USPTO patents (1976-2016). The task is: Predict the product of the given reaction. (1) Given the reactants [F:1][C:2]([F:6])([F:5])[CH2:3][OH:4].[H-].[Na+].C[O:10][C:11](=[O:42])[CH2:12][CH2:13][NH:14][S:15]([C:18]1[CH:23]=[CH:22][C:21]([C:24]2[N:28]=[C:27]([C:29]3[CH:34]=[CH:33][C:32](F)=[C:31]([C:36]([F:39])([F:38])[F:37])[CH:30]=3)[O:26][N:25]=2)=[CH:20][C:19]=1[CH2:40][CH3:41])(=[O:17])=[O:16].[Li+].[OH-], predict the reaction product. The product is: [CH2:40]([C:19]1[CH:20]=[C:21]([C:24]2[N:28]=[C:27]([C:29]3[CH:34]=[CH:33][C:32]([O:4][CH2:3][C:2]([F:6])([F:5])[F:1])=[C:31]([C:36]([F:38])([F:39])[F:37])[CH:30]=3)[O:26][N:25]=2)[CH:22]=[CH:23][C:18]=1[S:15]([NH:14][CH2:13][CH2:12][C:11]([OH:42])=[O:10])(=[O:16])=[O:17])[CH3:41]. (2) Given the reactants [CH3:1][O:2][C:3]1[CH:8]=[CH:7][CH:6]=[C:5]([N+:9]([O-:11])=[O:10])[C:4]=1N.N([O-])=O.[Na+].[ClH:17], predict the reaction product. The product is: [Cl:17][C:4]1[C:5]([N+:9]([O-:11])=[O:10])=[CH:6][CH:7]=[CH:8][C:3]=1[O:2][CH3:1]. (3) Given the reactants C(O[C:6]([N:8](C(OC(C)(C)C)=O)[C:9](=[O:40])[C:10]1[CH:15]=[C:14]([N:16]2[CH2:20][CH2:19][CH2:18][S:17]2(=[O:22])=[O:21])[CH:13]=[CH:12][C:11]=1[C:23]([N:25]1[CH2:30][CH2:29][N:28]([C:31]2[C:36]([CH3:37])=[CH:35][C:34]([CH2:38][CH3:39])=[CH:33][N:32]=2)[CH2:27][CH2:26]1)=[O:24])=O)(C)(C)C.N1C[CH2:52][O:51][CH2:50][CH2:49]1, predict the reaction product. The product is: [O:22]=[S:17]1(=[O:21])[CH2:18][CH2:19][CH2:20][N:16]1[C:14]1[CH:13]=[CH:12][C:11]([C:23]([N:25]2[CH2:30][CH2:29][N:28]([C:31]3[C:36]([CH3:37])=[CH:35][C:34]([CH2:38][CH3:39])=[CH:33][N:32]=3)[CH2:27][CH2:26]2)=[O:24])=[C:10]([C:9]([N:8]2[CH2:49][CH2:50][O:51][CH2:52][CH2:6]2)=[O:40])[CH:15]=1. (4) Given the reactants [CH3:1][S:2]([C:5]1[CH:10]=[CH:9][C:8]([C:11]2[CH:16]=[CH:15][C:14](B(O)O)=[CH:13][CH:12]=2)=[CH:7][CH:6]=1)(=[O:4])=[O:3].[F:20][C:21]1[C:29]2[N:28]=[C:27]([O:30][C@H:31]3[C@H:35]4[O:36][CH2:37][C@@H:38]([OH:39])[C@H:34]4[O:33][CH2:32]3)[NH:26][C:25]=2[CH:24]=[C:23]([F:40])[C:22]=1I.[O-]P([O-])([O-])=O.[K+].[K+].[K+], predict the reaction product. The product is: [F:20][C:21]1[C:29]2[N:28]=[C:27]([O:30][C@H:31]3[C@H:35]4[O:36][CH2:37][C@@H:38]([OH:39])[C@H:34]4[O:33][CH2:32]3)[NH:26][C:25]=2[CH:24]=[C:23]([F:40])[C:22]=1[C:14]1[CH:15]=[CH:16][C:11]([C:8]2[CH:9]=[CH:10][C:5]([S:2]([CH3:1])(=[O:4])=[O:3])=[CH:6][CH:7]=2)=[CH:12][CH:13]=1. (5) Given the reactants [CH3:1][O:2][C:3]1[CH:19]=[CH:18][C:6]([CH2:7][N:8]2[C:12]3=[N:13][CH:14]=[CH:15][C:16](Cl)=[C:11]3[CH:10]=[N:9]2)=[CH:5][CH:4]=1.[O:20]1[CH2:25][CH2:24][N:23]([CH2:26][CH2:27][NH2:28])[CH2:22][CH2:21]1, predict the reaction product. The product is: [CH3:1][O:2][C:3]1[CH:19]=[CH:18][C:6]([CH2:7][N:8]2[C:12]3[N:13]=[CH:14][CH:15]=[C:16]([NH:28][CH2:27][CH2:26][N:23]4[CH2:24][CH2:25][O:20][CH2:21][CH2:22]4)[C:11]=3[CH:10]=[N:9]2)=[CH:5][CH:4]=1. (6) Given the reactants [F:1][C:2]([F:6])([F:5])[CH2:3]O.C(N(CC)CC)C.FC(F)(F)S(OS(C(F)(F)F)(=O)=O)(=O)=O.[N:29]1([C:35]2[CH:40]=[C:39]([CH2:41][N:42]3[CH:47]=[C:46]([C:48]4[O:52][N:51]=[C:50]([C:53]5[CH:58]=[CH:57][C:56]([C:59]([CH3:65])([CH3:64])[C:60]([F:63])([F:62])[F:61])=[CH:55][CH:54]=5)[N:49]=4)[CH:45]=[CH:44][C:43]3=[O:66])[CH:38]=[CH:37][N:36]=2)[CH2:34][CH2:33][NH:32][CH2:31][CH2:30]1, predict the reaction product. The product is: [F:1][C:2]([F:6])([F:5])[CH2:3][N:32]1[CH2:31][CH2:30][N:29]([C:35]2[CH:40]=[C:39]([CH2:41][N:42]3[CH:47]=[C:46]([C:48]4[O:52][N:51]=[C:50]([C:53]5[CH:58]=[CH:57][C:56]([C:59]([CH3:64])([CH3:65])[C:60]([F:61])([F:62])[F:63])=[CH:55][CH:54]=5)[N:49]=4)[CH:45]=[CH:44][C:43]3=[O:66])[CH:38]=[CH:37][N:36]=2)[CH2:34][CH2:33]1. (7) The product is: [CH3:5][N:6]([CH3:24])[C:7]1[CH:23]=[CH:22][C:10]([C:11]([C:13]2[CH:18]=[CH:17][C:16]([N:19]([CH3:21])[CH3:20])=[CH:15][CH:14]=2)=[CH:1][CH3:2])=[CH:9][CH:8]=1. Given the reactants [CH2:1]([Mg]Br)[CH3:2].[CH3:5][N:6]([CH3:24])[C:7]1[CH:23]=[CH:22][C:10]([C:11]([C:13]2[CH:18]=[CH:17][C:16]([N:19]([CH3:21])[CH3:20])=[CH:15][CH:14]=2)=O)=[CH:9][CH:8]=1.[Cl-].[NH4+], predict the reaction product.